Regression/Classification. Given a drug SMILES string, predict its absorption, distribution, metabolism, or excretion properties. Task type varies by dataset: regression for continuous measurements (e.g., permeability, clearance, half-life) or binary classification for categorical outcomes (e.g., BBB penetration, CYP inhibition). Dataset: bbb_martins. From a dataset of Blood-brain barrier penetration binary classification data from Martins et al.. (1) The result is 1 (penetrates BBB). The compound is CO[C@]12CC[C@@]3(C[C@@H]1C(C)(C)O)[C@H]1Cc4ccc(O)c5c4[C@@]3(CCN1CC1CC1)[C@H]2O5. (2) The drug is C[C@H]1C[C@H]2[C@@H]3CC[C@](O)(C(=O)CO)[C@@]3(C)C[C@H](O)[C@@H]2[C@@]2(C)C=CC(=O)C=C12. The result is 1 (penetrates BBB). (3) The compound is CC(C)(C)NCC(O)c1ccc(O)c(CO)c1. The result is 0 (does not penetrate BBB). (4) The drug is CN(C)CCc1c[nH]c2cccc(OP(=O)(O)O)c12. The result is 1 (penetrates BBB). (5) The drug is CC1(C)S[C@@H]2[C@H](NC(=O)[C@H](N)c3ccccc3)C(=O)N2[C@H]1C(=O)O.CC1(C)[C@H](C(=O)O)N2C(=O)C[C@H]2S1(=O)=O. The result is 0 (does not penetrate BBB).